From a dataset of Cav3 T-type calcium channel HTS with 100,875 compounds. Binary Classification. Given a drug SMILES string, predict its activity (active/inactive) in a high-throughput screening assay against a specified biological target. (1) The molecule is O(c1ccc(Cc2n[nH]c(Nc3c(cc(cc3)C)C)nc2=O)cc1)C. The result is 0 (inactive). (2) The molecule is Clc1cc(ccc1Cl)C(O\N=C(/c1ccccc1)c1ncccc1)=O. The result is 0 (inactive). (3) The drug is Clc1ccc(S(=O)(=O)Nc2cc3nc(n(c3cc2)C)CCN2CCCCC2)cc1. The result is 0 (inactive). (4) The molecule is FC(F)(F)c1cc(C(=O)NC(C2OCCC2)C)ccc1. The result is 0 (inactive). (5) The result is 0 (inactive). The drug is O1CCN(CC1)c1ccc(NC(=O)CCCOc2c(ccc(c2)C)C)cc1. (6) The molecule is O=C(NCNC(=O)c1ccccc1)c1ccccc1. The result is 0 (inactive).